From a dataset of Forward reaction prediction with 1.9M reactions from USPTO patents (1976-2016). Predict the product of the given reaction. (1) Given the reactants [F:1][C:2]1[CH:32]=[CH:31][C:5](/[CH:6]=[CH:7]/[C:8]2[CH:13]=[CH:12][N:11]([C:14]3[CH:15]=[C:16]4[C:20](=[CH:21][CH:22]=3)[N:19]([CH2:23][CH2:24][N:25]3[CH2:29][CH2:28][CH2:27][CH2:26]3)[N:18]=[CH:17]4)[C:10](=[O:30])[CH:9]=2)=[CH:4][CH:3]=1.C([O-])=O.[NH4+].[ClH:37], predict the reaction product. The product is: [ClH:37].[F:1][C:2]1[CH:32]=[CH:31][C:5]([CH2:6][CH2:7][C:8]2[CH:13]=[CH:12][N:11]([C:14]3[CH:15]=[C:16]4[C:20](=[CH:21][CH:22]=3)[N:19]([CH2:23][CH2:24][N:25]3[CH2:29][CH2:28][CH2:27][CH2:26]3)[N:18]=[CH:17]4)[C:10](=[O:30])[CH:9]=2)=[CH:4][CH:3]=1. (2) The product is: [CH3:33][C:14]1[C:15]([CH2:20][O:21][C:22]2[CH:23]=[CH:24][CH:25]=[C:26]3[C:31]=2[N:30]=[C:29]([CH3:32])[CH:28]=[CH:27]3)=[C:16]([CH3:19])[CH:17]=[CH:18][C:13]=1[N:9]1[CH2:10][CH2:11][CH2:12][C@@H:8]1[C:6]([OH:7])=[O:5]. Given the reactants C([O:5][C:6]([C@H:8]1[CH2:12][CH2:11][CH2:10][N:9]1[C:13]1[CH:18]=[CH:17][C:16]([CH3:19])=[C:15]([CH2:20][O:21][C:22]2[CH:23]=[CH:24][CH:25]=[C:26]3[C:31]=2[N:30]=[C:29]([CH3:32])[CH:28]=[CH:27]3)[C:14]=1[CH3:33])=[O:7])(C)(C)C, predict the reaction product. (3) The product is: [Cl:32][C:33]1[CH:41]=[C:40]([Cl:42])[CH:39]=[CH:38][C:34]=1[C:35]([N:14]([CH2:15][C:16]([N:18]1[CH2:23][CH2:22][O:21][CH2:20][CH2:19]1)=[O:17])[C:7]1[CH:6]=[C:5]([C:4]#[C:3][C:2]([CH3:25])([CH3:24])[CH3:1])[S:9][C:8]=1[C:10]([O:12][CH3:13])=[O:11])=[O:36]. Given the reactants [CH3:1][C:2]([CH3:25])([CH3:24])[C:3]#[C:4][C:5]1[S:9][C:8]([C:10]([O:12][CH3:13])=[O:11])=[C:7]([NH:14][CH2:15][C:16]([N:18]2[CH2:23][CH2:22][O:21][CH2:20][CH2:19]2)=[O:17])[CH:6]=1.N1C=CC=CC=1.[Cl:32][C:33]1[CH:41]=[C:40]([Cl:42])[CH:39]=[CH:38][C:34]=1[C:35](Cl)=[O:36], predict the reaction product. (4) Given the reactants CCN(C(C)C)C(C)C.F[P-](F)(F)(F)(F)F.N1(O[P+](N2CCCC2)(N2CCCC2)N2CCCC2)C2C=CC=CC=2N=N1.[NH2:43][C:44]1[CH:49]=[CH:48][CH:47]=[CH:46][C:45]=1[S:50][C:51]([CH3:68])([CH3:67])[C@H:52]([NH:56][C:57]([O:59][CH2:60][C:61]1[CH:66]=[CH:65][CH:64]=[CH:63][CH:62]=1)=[O:58])[C:53](O)=[O:54].[NH4+].[Cl-], predict the reaction product. The product is: [CH3:67][C:51]1([CH3:68])[S:50][C:45]2[CH:46]=[CH:47][CH:48]=[CH:49][C:44]=2[NH:43][C:53](=[O:54])[C@H:52]1[NH:56][C:57](=[O:58])[O:59][CH2:60][C:61]1[CH:66]=[CH:65][CH:64]=[CH:63][CH:62]=1. (5) Given the reactants [Si:1]([OH:8])([C:4]([CH3:7])([CH3:6])[CH3:5])([CH3:3])[CH3:2].ClC([CH:12]=[CH:13][SiH3:14])Cl.[CH2:15](N(CC)CC)C.[CH3:22][N:23]1[CH2:28][CH2:27][NH:26][CH2:25][CH2:24]1, predict the reaction product. The product is: [O:8]([Si:14]([CH3:15])([CH:13]=[CH2:12])[N:26]1[CH2:27][CH2:28][N:23]([CH3:22])[CH2:24][CH2:25]1)[Si:1]([C:4]([CH3:7])([CH3:6])[CH3:5])([CH3:3])[CH3:2]. (6) Given the reactants C(NC1N=C2C(N=C(OC)N2CCCC2CCOC2)=C(N)N=1)CCC.FC(F)(F)C(O)=O.[CH3:33][C@H:34]([O:38][C:39]1[NH:40][C:41]([NH2:50])=[C:42]2[C:46]([N:47]=1)=[N:45][C:44]([O:48][CH3:49])=[N:43]2)[CH2:35][CH2:36][CH3:37].Br[CH2:52][CH2:53][CH2:54][CH:55]1[CH2:60][CH2:59][O:58][CH2:57][CH2:56]1, predict the reaction product. The product is: [CH3:33][C@H:34]([O:38][C:39]1[N:47]=[C:46]2[C:42]([N:43]=[C:44]([O:48][CH3:49])[N:45]2[CH2:52][CH2:53][CH2:54][CH:55]2[CH2:60][CH2:59][O:58][CH2:57][CH2:56]2)=[C:41]([NH2:50])[N:40]=1)[CH2:35][CH2:36][CH3:37].